This data is from Catalyst prediction with 721,799 reactions and 888 catalyst types from USPTO. The task is: Predict which catalyst facilitates the given reaction. (1) Reactant: CC1CNCC(NC(=O)OC(C)(C)C)C1.ClC1C=CN=CC=1[N+]([O-])=O.CCN(CC)CC.[CH3:33][C@@H:34]1[CH2:39][N:38]([C:40]2[CH:45]=[CH:44][N:43]=[CH:42][C:41]=2[N+:46]([O-:48])=[O:47])[CH2:37][C@@H:36]([NH:49][C:50](=[O:56])[O:51][C:52]([CH3:55])([CH3:54])[CH3:53])[CH2:35]1. Product: [CH3:33][C@H:34]1[CH2:39][N:38]([C:40]2[CH:45]=[CH:44][N:43]=[CH:42][C:41]=2[N+:46]([O-:48])=[O:47])[CH2:37][C@@H:36]([NH:49][C:50](=[O:56])[O:51][C:52]([CH3:55])([CH3:54])[CH3:53])[CH2:35]1. The catalyst class is: 41. (2) Reactant: [CH3:1][C:2]1[CH:12]=[CH:11][CH:10]=[CH:9][C:3]=1[CH2:4][CH2:5][C:6](O)=[O:7].C(Cl)(=O)C([Cl:16])=O.CN(C)C=O. Product: [CH3:1][C:2]1[CH:12]=[CH:11][CH:10]=[CH:9][C:3]=1[CH2:4][CH2:5][C:6]([Cl:16])=[O:7]. The catalyst class is: 2. (3) Reactant: ICI.[CH2:4]([Zn]CC)C.[CH3:9][O:10][CH2:11][O:12][CH2:13]/[CH:14]=[CH:15]\[B:16]1[O:20][C:19]([CH3:22])([CH3:21])[C:18]([CH3:24])([CH3:23])[O:17]1.[Cl-].[NH4+]. Product: [CH3:9][O:10][CH2:11][O:12][CH2:13][CH:14]1[CH2:4][CH:15]1[B:16]1[O:20][C:19]([CH3:22])([CH3:21])[C:18]([CH3:24])([CH3:23])[O:17]1. The catalyst class is: 2.